Dataset: Forward reaction prediction with 1.9M reactions from USPTO patents (1976-2016). Task: Predict the product of the given reaction. (1) Given the reactants [Br:1][C:2]1[CH:3]=[CH:4][C:5]([F:28])=[C:6]([CH:8]([C:10]2[CH:15]=[CH:14][C:13]([C:16]#[C:17][Si:18]([CH:25]([CH3:27])[CH3:26])([CH:22]([CH3:24])[CH3:23])[CH:19]([CH3:21])[CH3:20])=[CH:12][CH:11]=2)O)[CH:7]=1.C([SiH](CC)CC)C.FC(F)(F)C(O)=O, predict the reaction product. The product is: [Br:1][C:2]1[CH:3]=[CH:4][C:5]([F:28])=[C:6]([CH:7]=1)[CH2:8][C:10]1[CH:15]=[CH:14][C:13]([C:16]#[C:17][Si:18]([CH:25]([CH3:27])[CH3:26])([CH:22]([CH3:23])[CH3:24])[CH:19]([CH3:20])[CH3:21])=[CH:12][CH:11]=1. (2) Given the reactants Cl.[N+:2]([C:5]1[CH:13]=[CH:12]C(CNO)=[CH:7][CH:6]=1)([O-:4])=[O:3].[N:14]1C=CC=CC=1.[CH3:20][O:21][C:22]1[CH:23]=[C:24]2[C:29](=[CH:30][C:31]=1[O:32][CH3:33])[C:28](=O)[CH2:27][CH2:26][CH2:25]2.[CH2:35]([OH:37])[CH3:36], predict the reaction product. The product is: [N+:2]([C:5]1[CH:13]=[CH:12][C:36]([CH2:35][O:37]/[N:14]=[C:28]2\[CH2:27][CH2:26][CH2:25][C:24]3[C:29]\2=[CH:30][C:31]([O:32][CH3:33])=[C:22]([O:21][CH3:20])[CH:23]=3)=[CH:7][CH:6]=1)([O-:4])=[O:3]. (3) The product is: [CH3:9][C:10]1[N:15]=[C:14]([C:16](=[N:7][OH:8])[NH2:17])[CH:13]=[C:12]([C:18]2[CH:23]=[CH:22][C:21]([Cl:24])=[CH:20][CH:19]=2)[N:11]=1. Given the reactants C(=O)([O-])O.[Na+].Cl.[NH2:7][OH:8].[CH3:9][C:10]1[N:15]=[C:14]([C:16]#[N:17])[CH:13]=[C:12]([C:18]2[CH:23]=[CH:22][C:21]([Cl:24])=[CH:20][CH:19]=2)[N:11]=1, predict the reaction product. (4) Given the reactants I[C:2]1[CH:32]=[CH:31][C:5]2[N:6]([CH:9]([C:11]3[CH:16]=[CH:15][C:14]([O:17][CH2:18][C:19]4[CH:20]=[N:21][C:22]([C:25]([F:28])([F:27])[F:26])=[CH:23][CH:24]=4)=[C:13]([O:29][CH3:30])[CH:12]=3)[CH3:10])[CH:7]=[N:8][C:4]=2[CH:3]=1.[CH2:33]([OH:37])[CH2:34][C:35]#[CH:36], predict the reaction product. The product is: [CH3:30][O:29][C:13]1[CH:12]=[C:11]([CH:9]([N:6]2[C:5]3[CH:31]=[CH:32][C:2]([C:36]#[C:35][CH2:34][CH2:33][OH:37])=[CH:3][C:4]=3[N:8]=[CH:7]2)[CH3:10])[CH:16]=[CH:15][C:14]=1[O:17][CH2:18][C:19]1[CH:20]=[N:21][C:22]([C:25]([F:27])([F:26])[F:28])=[CH:23][CH:24]=1. (5) Given the reactants Cl.[NH:2]1[C:10]2[C:5](=[CH:6][C:7]([NH:11][C:12]3[C:17]([C:18]#[N:19])=[CH:16][N:15]=[C:14]4[S:20][C:21](I)=[CH:22][C:13]=34)=[CH:8][CH:9]=2)[CH:4]=[CH:3]1.[CH:24]([C:26]1[CH:31]=[CH:30][CH:29]=[CH:28][C:27]=1B(O)O)=[O:25].C(OCC)(=O)C.O, predict the reaction product. The product is: [CH:24]([C:26]1[CH:31]=[CH:30][CH:29]=[CH:28][C:27]=1[C:21]1[S:20][C:14]2=[N:15][CH:16]=[C:17]([C:18]#[N:19])[C:12]([NH:11][C:7]3[CH:6]=[C:5]4[C:10](=[CH:9][CH:8]=3)[NH:2][CH:3]=[CH:4]4)=[C:13]2[CH:22]=1)=[O:25]. (6) Given the reactants C(OCCOC1C=CC([C:15]2[CH:16]=[CH:17][C:18]3[N:24]([CH2:25][CH2:26][CH3:27])[CH2:23][CH2:22][C:21]([C:28](O)=[O:29])=[CH:20][C:19]=3[CH:31]=2)=CC=1)CCC.C[N:33](C=O)C.S(Cl)(Cl)=O, predict the reaction product. The product is: [CH2:25]([N:24]1[C:18]2[CH:17]=[CH:16][CH:15]=[CH:31][C:19]=2[CH:20]=[C:21]([C:28]([NH2:33])=[O:29])[CH2:22][CH2:23]1)[CH2:26][CH3:27]. (7) Given the reactants [C:1]([O:5][C:6]([N:8]([CH3:60])[C@@H:9]([CH3:59])[C:10]([NH:12][C@@H:13]([C:55]([CH3:58])([CH3:57])[CH3:56])[C:14]([N:16]1[C@H:25]([C:26](=[O:38])[NH:27][C@H:28]2[C:37]3[C:32](=[CH:33][CH:34]=[CH:35][CH:36]=3)[CH2:31][CH2:30][CH2:29]2)[CH2:24][C:23]2[C:18](=[CH:19][C:20]([C:39]([NH:41][C:42]3[S:43][C:44]4[CH:50]=[CH:49][C:48]([C:51]([O:53]C)=[O:52])=[CH:47][C:45]=4[N:46]=3)=[O:40])=[CH:21][CH:22]=2)[CH2:17]1)=[O:15])=[O:11])=[O:7])([CH3:4])([CH3:3])[CH3:2].[OH-].[Na+].CCOC(C)=O.Cl, predict the reaction product. The product is: [C:1]([O:5][C:6]([N:8]([CH3:60])[C@@H:9]([CH3:59])[C:10]([NH:12][C@@H:13]([C:55]([CH3:58])([CH3:57])[CH3:56])[C:14]([N:16]1[C@H:25]([C:26](=[O:38])[NH:27][C@H:28]2[C:37]3[C:32](=[CH:33][CH:34]=[CH:35][CH:36]=3)[CH2:31][CH2:30][CH2:29]2)[CH2:24][C:23]2[C:18](=[CH:19][C:20]([C:39]([NH:41][C:42]3[S:43][C:44]4[CH:50]=[CH:49][C:48]([C:51]([OH:53])=[O:52])=[CH:47][C:45]=4[N:46]=3)=[O:40])=[CH:21][CH:22]=2)[CH2:17]1)=[O:15])=[O:11])=[O:7])([CH3:4])([CH3:3])[CH3:2]. (8) The product is: [CH2:8]([O:15][CH2:16][CH2:17][C:18]1[C:19](=[O:20])[O:21][C:26]2[C:25]([C:24]=1[OH:45])=[CH:30][CH:29]=[C:28]([O:31][CH3:32])[C:27]=2[O:33][CH:34]1[CH2:35][CH2:36][CH2:37][CH2:38]1)[C:9]1[CH:14]=[CH:13][CH:12]=[CH:11][CH:10]=1. Given the reactants FC(F)(F)C(O)=O.[CH2:8]([O:15][CH2:16][CH2:17][CH:18]([C:24](=[O:45])[C:25]1[CH:30]=[CH:29][C:28]([O:31][CH3:32])=[C:27]([O:33][CH:34]2[CH2:38][CH2:37][CH2:36][CH2:35]2)[C:26]=1OC1CCCC1)[C:19]([O:21]CC)=[O:20])[C:9]1[CH:14]=[CH:13][CH:12]=[CH:11][CH:10]=1, predict the reaction product. (9) Given the reactants C(O[BH-](OC(=O)C)OC(=O)C)(=O)C.[Na+].[Cl:15][C:16]1[CH:17]=[C:18]([CH:39]=[CH:40][C:41]=1[F:42])[NH:19][C:20]1[C:29]2[C:24](=[CH:25][C:26]([O:37][CH3:38])=[CH:27][C:28]=2[O:30][CH:31]2[CH2:36][CH2:35][NH:34][CH2:33][CH2:32]2)[N:23]=[CH:22][N:21]=1.[CH:43](=O)[CH2:44][CH3:45].C(O)(=O)C, predict the reaction product. The product is: [Cl:15][C:16]1[CH:17]=[C:18]([CH:39]=[CH:40][C:41]=1[F:42])[NH:19][C:20]1[C:29]2[C:24](=[CH:25][C:26]([O:37][CH3:38])=[CH:27][C:28]=2[O:30][CH:31]2[CH2:32][CH2:33][N:34]([CH2:43][CH2:44][CH3:45])[CH2:35][CH2:36]2)[N:23]=[CH:22][N:21]=1.